The task is: Predict the reactants needed to synthesize the given product.. This data is from Full USPTO retrosynthesis dataset with 1.9M reactions from patents (1976-2016). (1) Given the product [Br:1][C:2]1[CH:7]=[CH:6][C:5]([C:11]([OH:13])=[O:12])=[C:4]([F:8])[C:3]=1[O:9][CH3:10], predict the reactants needed to synthesize it. The reactants are: [Br:1][C:2]1[CH:7]=[CH:6][CH:5]=[C:4]([F:8])[C:3]=1[O:9][CH3:10].[C:11](=[O:13])=[O:12].Cl. (2) The reactants are: [C:1]1([C:15]([O:17][CH2:18][CH3:19])=[O:16])[CH:6]=[C:5]([C:7]([O-:9])=O)[CH:4]=[C:3]([C:10]([O:12][CH2:13][CH3:14])=[O:11])[CH:2]=1.Cl.[CH2:21]([O:28][NH2:29])[C:22]1[CH:27]=[CH:26][CH:25]=[CH:24][CH:23]=1.CN1CCOCC1.C(Cl)CCl. Given the product [C:22]1([CH2:21][O:28][NH:29][C:7]([C:5]2[CH:4]=[C:3]([C:10]([O:12][CH2:13][CH3:14])=[O:11])[CH:2]=[C:1]([C:15]([O:17][CH2:18][CH3:19])=[O:16])[CH:6]=2)=[O:9])[CH:27]=[CH:26][CH:25]=[CH:24][CH:23]=1, predict the reactants needed to synthesize it. (3) Given the product [CH2:2]([N:3]1[CH:4]=[C:5]([C:12]2[NH:34][C@@H:32]([CH3:33])[C@:31]([C:28]3[CH:29]=[CH:30][C:25]([F:24])=[CH:26][CH:27]=3)([C:36]3[CH:37]=[N:38][C:39]([F:42])=[CH:40][CH:41]=3)[N:13]=2)[CH:6]=[C:7]([O:10][CH3:11])[C:8]1=[O:9])[CH3:1], predict the reactants needed to synthesize it. The reactants are: [CH3:1][CH2:2][N:3]1[C:8](=[O:9])[C:7]([O:10][CH3:11])=[CH:6][C:5]([C:12]#[N:13])=[CH:4]1.C[O-].[Na+].CO.CS(O)(=O)=O.[F:24][C:25]1[CH:30]=[CH:29][C:28]([C@@:31]([C:36]2[CH:37]=[N:38][C:39]([F:42])=[CH:40][CH:41]=2)(N)[C@@H:32]([NH2:34])[CH3:33])=[CH:27][CH:26]=1. (4) Given the product [Br:1][C:2]1[CH:10]=[CH:9][CH:8]=[C:7]2[C:3]=1[CH:4]([C:17]1[C:25]([OH:26])=[CH:24][C:20]3[O:21][CH2:22][O:23][C:19]=3[CH:18]=1)[C:5](=[O:16])[NH:6]2, predict the reactants needed to synthesize it. The reactants are: [Br:1][C:2]1[CH:10]=[CH:9][CH:8]=[C:7]2[C:3]=1[C:4](O)([C:17]1[C:25]([OH:26])=[CH:24][C:20]3[O:21][CH2:22][O:23][C:19]=3[CH:18]=1)[C:5](=[O:16])[N:6]2CCCCC.BrC1C=CC=C2C=1C(O)(C1C(O)=CC3OCOC=3C=1)C(=O)N2. (5) Given the product [C:55]([O:58][C:51]([NH:47][CH:13]1[CH2:14][CH:15]([NH:17][C:18]([O:20][C:21]([CH3:23])([CH3:22])[CH3:24])=[O:19])[CH2:16][N:11]([C:9]([O:8][CH2:1][C:2]2[CH:7]=[CH:6][CH:5]=[CH:4][CH:3]=2)=[O:10])[CH2:12]1)=[O:35])([CH3:57])([CH3:56])[CH3:54], predict the reactants needed to synthesize it. The reactants are: [CH2:1]([O:8][C:9]([N:11]1[CH2:16][CH:15]([NH:17][C:18]([O:20][C:21]([CH3:24])([CH3:23])[CH3:22])=[O:19])[CH2:14][CH:13](C(O)=O)[CH2:12]1)=[O:10])[C:2]1[CH:7]=[CH:6][CH:5]=[CH:4][CH:3]=1.C1C=CC(P(N=[N+]=[N-])(C2C=CC=CC=2)=[O:35])=CC=1.CC[N:47]([CH:51](C)C)C(C)C.[CH3:54][C:55]([OH:58])([CH3:57])[CH3:56]. (6) Given the product [Br:1][C:2]1[CH:9]=[CH:8][C:5](/[CH:6]=[N:16]/[S@:14]([C:11]([CH3:13])([CH3:12])[CH3:10])=[O:15])=[CH:4][CH:3]=1, predict the reactants needed to synthesize it. The reactants are: [Br:1][C:2]1[CH:9]=[CH:8][C:5]([CH:6]=O)=[CH:4][CH:3]=1.[CH3:10][C:11]([S@@:14]([NH2:16])=[O:15])([CH3:13])[CH3:12].CC1C=CC(S([O-])(=O)=O)=CC=1.C1C=C[NH+]=CC=1. (7) Given the product [CH2:1]([C@@H:5]([C:20]([N:22]1[CH2:26][CH2:25][CH2:24][C@H:23]1[C:27]([O:29][C:30]([CH3:31])([CH3:33])[CH3:32])=[O:28])=[O:21])[C@@H:6]([OH:11])[C:7]([O:9][CH3:10])=[O:8])[CH2:2][CH2:3][CH3:4], predict the reactants needed to synthesize it. The reactants are: [CH2:1]([C@@H:5]([C:20]([N:22]1[CH2:26][CH2:25][CH2:24][C@H:23]1[C:27]([O:29][C:30]([CH3:33])([CH3:32])[CH3:31])=[O:28])=[O:21])[C@@H:6]([O:11]C(=O)C1C=CC=CC=1)[C:7]([O:9][CH3:10])=[O:8])[CH2:2][CH2:3][CH3:4].C[O-].[Na+]. (8) Given the product [NH2:7][C:8]1[N:9]([CH3:26])[C:10](=[O:25])[C:11]([CH3:24])([CH3:23])[C@:12]([C:15]2[CH:20]=[C:19]([NH:21][C:33]([C:30]3([C:29]([F:37])([F:36])[F:28])[CH2:32][CH2:31]3)=[O:34])[CH:18]=[CH:17][C:16]=2[F:22])([CH3:14])[N:13]=1, predict the reactants needed to synthesize it. The reactants are: C(OC(=O)[NH:7][C:8]1[N:9]([CH3:26])[C:10](=[O:25])[C:11]([CH3:24])([CH3:23])[C@:12]([C:15]2[CH:20]=[C:19]([NH2:21])[CH:18]=[CH:17][C:16]=2[F:22])([CH3:14])[N:13]=1)(C)(C)C.[F:28][C:29]([F:37])([F:36])[C:30]1([C:33](O)=[O:34])[CH2:32][CH2:31]1.